From a dataset of Full USPTO retrosynthesis dataset with 1.9M reactions from patents (1976-2016). Predict the reactants needed to synthesize the given product. (1) Given the product [C:45]([O:44][C@@H:40]1[C@@H:39]([O:48][C:49](=[O:50])[CH3:51])[C@H:38]([O:52][C:53](=[O:54])[CH3:55])[C@@H:37]([CH2:36][O:35][C:33](=[O:34])[CH3:32])[O:42][C@H:41]1[O:29][C:22]1[C:21]([CH2:20][C:17]2[CH:16]=[CH:15][C:14]([O:13][CH2:12][C:11]([C:9]([O:8][CH2:1][C:2]3[CH:7]=[CH:6][CH:5]=[CH:4][CH:3]=3)=[O:10])([CH3:31])[CH3:30])=[CH:19][CH:18]=2)=[C:25]([CH:26]([CH3:27])[CH3:28])[NH:24][N:23]=1)(=[O:46])[CH3:47], predict the reactants needed to synthesize it. The reactants are: [CH2:1]([O:8][C:9]([C:11]([CH3:31])([CH3:30])[CH2:12][O:13][C:14]1[CH:19]=[CH:18][C:17]([CH2:20][C:21]2[C:22](=[O:29])[NH:23][NH:24][C:25]=2[CH:26]([CH3:28])[CH3:27])=[CH:16][CH:15]=1)=[O:10])[C:2]1[CH:7]=[CH:6][CH:5]=[CH:4][CH:3]=1.[CH3:32][C:33]([O:35][CH2:36][C@H:37]1[O:42][C@H:41](Br)[C@H:40]([O:44][C:45]([CH3:47])=[O:46])[C@@H:39]([O:48][C:49]([CH3:51])=[O:50])[C@@H:38]1[O:52][C:53]([CH3:55])=[O:54])=[O:34].[OH-].[Na+]. (2) The reactants are: O=[C:2]([C:6]1[CH:7]=[N:8][CH:9]=[CH:10][CH:11]=1)[CH2:3][C:4]#[N:5].[NH2:12][OH:13].Cl.[OH-].[Na+]. Given the product [N:8]1[CH:9]=[CH:10][CH:11]=[C:6]([C:2]2[CH:3]=[C:4]([NH2:5])[O:13][N:12]=2)[CH:7]=1, predict the reactants needed to synthesize it. (3) Given the product [C:15]([C:17]1[CH:24]=[CH:23][C:20]([CH2:3][N:2]2[C:8]([CH3:12])=[CH:9][C:10](=[O:11])[C:5]([C:6]([OH:7])=[O:13])=[CH:4]2)=[CH:19][CH:18]=1)#[N:16], predict the reactants needed to synthesize it. The reactants are: C[N:2]([CH:4]=[C:5]1[C:10](=[O:11])[CH:9]=[C:8]([CH3:12])[O:7][C:6]1=[O:13])[CH3:3].Cl.[C:15]([C:17]1[CH:24]=[CH:23][C:20](CN)=[CH:19][CH:18]=1)#[N:16].CC(C)([O-])C.[Na+].Cl. (4) The reactants are: [CH3:1][O:2][C:3]1[C:8]2[N:9]=[CH:10][O:11][C:7]=2[CH:6]=[CH:5][CH:4]=1.C([Li])CCC.[Br-].[Mg+2].[Br-].[CH:20](=[O:22])[CH3:21]. Given the product [OH:22][CH:20]([C:10]1[O:11][C:7]2[CH:6]=[CH:5][CH:4]=[C:3]([O:2][CH3:1])[C:8]=2[N:9]=1)[CH3:21], predict the reactants needed to synthesize it.